From a dataset of Catalyst prediction with 721,799 reactions and 888 catalyst types from USPTO. Predict which catalyst facilitates the given reaction. (1) Reactant: [Cl:1][CH2:2][CH2:3][CH2:4][CH2:5][OH:6].S(=O)(=O)(O)O.[F:12][C:13]1[CH:27]=[CH:26][C:16]([CH:17](O)[C:18]2[CH:23]=[CH:22][C:21]([F:24])=[CH:20][CH:19]=2)=[CH:15][CH:14]=1. Product: [F:12][C:13]1[CH:14]=[CH:15][C:16]([CH:17]([C:18]2[CH:23]=[CH:22][C:21]([F:24])=[CH:20][CH:19]=2)[O:6][CH2:5][CH2:4][CH2:3][CH2:2][Cl:1])=[CH:26][CH:27]=1. The catalyst class is: 11. (2) Reactant: [CH:1]([C@H:4]1[C:12]2[C:7](=[CH:8][CH:9]=[CH:10][CH:11]=2)[CH:6]([OH:13])[O:5]1)([CH3:3])[CH3:2].[CH2:14]([Mg]Cl)[CH:15]([CH3:17])[CH3:16].C(Cl)C(C)C.[Mg]. Product: [OH:5][C@H:4]([C:12]1[CH:11]=[CH:10][CH:9]=[CH:8][C:7]=1[C@@H:6]([OH:13])[CH2:14][CH:15]([CH3:17])[CH3:16])[CH:1]([CH3:3])[CH3:2]. The catalyst class is: 1.